From a dataset of Forward reaction prediction with 1.9M reactions from USPTO patents (1976-2016). Predict the product of the given reaction. (1) Given the reactants [C:1]1(C2SCC(C(O)=O)N=2)[CH:6]=[CH:5][CH:4]=[CH:3][CH:2]=1.N1C2C(=CC(C#N)=CC=2)C=C1.[NH:26]1[C:34]2[C:29](=[CH:30][C:31]([C:35]3[S:36][CH2:37][C@@H:38]([C:40]([OH:42])=[O:41])[N:39]=3)=[CH:32][CH:33]=2)[CH:28]=[CH:27]1.[OH-].[Na+].[S:45](Cl)(Cl)(=[O:47])=[O:46].Cl, predict the reaction product. The product is: [NH:26]1[C:34]2[C:29](=[CH:30][C:31]([C:35]3[S:36][CH2:37][C@@H:38]([C:40]([OH:42])=[O:41])[N:39]=3)=[CH:32][CH:33]=2)[CH:28]=[CH:27]1.[C:1]1([S:45]([N:26]2[C:34]3[C:29](=[CH:30][C:31]([C:35]4[S:36][CH2:37][C@@H:38]([C:40]([OH:42])=[O:41])[N:39]=4)=[CH:32][CH:33]=3)[CH:28]=[CH:27]2)(=[O:47])=[O:46])[CH:6]=[CH:5][CH:4]=[CH:3][CH:2]=1. (2) Given the reactants CC1(C)COB([C:8]2[C:9]([C:15]#[N:16])=[N:10][C:11]([CH3:14])=[CH:12][CH:13]=2)OC1.Cl[C:19]1[N:24]=[CH:23][C:22]([CH3:25])=[CH:21][N:20]=1.[F-].[Cs+], predict the reaction product. The product is: [CH3:14][C:11]1[N:10]=[C:9]([C:15]#[N:16])[C:8]([C:19]2[N:24]=[CH:23][C:22]([CH3:25])=[CH:21][N:20]=2)=[CH:13][CH:12]=1. (3) Given the reactants [Cl:1][C:2]1[CH:7]=[C:6]([Cl:8])[CH:5]=[CH:4][C:3]=1[NH:9][C:10]1[N:18]=[CH:17][CH:16]=[CH:15][C:11]=1[C:12]([OH:14])=O.CN(C=O)C.C(N=C=NCCCN(C)C)C.[NH2:35][C:36]1[S:37][C:38]2[CH:44]=[C:43]([F:45])[CH:42]=[CH:41][C:39]=2[N:40]=1, predict the reaction product. The product is: [F:45][C:43]1[CH:42]=[CH:41][C:39]2[N:40]=[C:36]([NH:35][C:12](=[O:14])[C:11]3[CH:15]=[CH:16][CH:17]=[N:18][C:10]=3[NH:9][C:3]3[CH:4]=[CH:5][C:6]([Cl:8])=[CH:7][C:2]=3[Cl:1])[S:37][C:38]=2[CH:44]=1. (4) Given the reactants [Cl:1][C:2]1[CH:11]=[C:10]2[C:5]([CH2:6][CH2:7][CH2:8][C:9]2=O)=[CH:4][CH:3]=1.N1C=CC=CC=1.Cl.[CH3:20][O:21][NH2:22], predict the reaction product. The product is: [CH3:20][O:21][N:22]=[C:9]1[C:10]2[C:5](=[CH:4][CH:3]=[C:2]([Cl:1])[CH:11]=2)[CH2:6][CH2:7][CH2:8]1. (5) Given the reactants [CH2:1]([C:5]1[N:6]=[C:7]([CH3:34])[N:8]([C:27]2[CH:32]=[CH:31][CH:30]=[C:29]([OH:33])[CH:28]=2)[C:9](=[O:26])[C:10]=1[CH2:11][C:12]1[CH:17]=[CH:16][C:15]([C:18]2[C:19]([C:24]#[N:25])=[CH:20][CH:21]=[CH:22][CH:23]=2)=[CH:14][CH:13]=1)[CH2:2][CH2:3][CH3:4].Br[CH2:36][CH2:37][O:38][Si:39]([C:42]([CH3:45])([CH3:44])[CH3:43])([CH3:41])[CH3:40].C(=O)([O-])[O-].[Cs+].[Cs+].C(OCC)(=O)C, predict the reaction product. The product is: [CH2:1]([C:5]1[N:6]=[C:7]([CH3:34])[N:8]([C:27]2[CH:32]=[CH:31][CH:30]=[C:29]([O:33][CH2:36][CH2:37][O:38][Si:39]([C:42]([CH3:45])([CH3:44])[CH3:43])([CH3:41])[CH3:40])[CH:28]=2)[C:9](=[O:26])[C:10]=1[CH2:11][C:12]1[CH:13]=[CH:14][C:15]([C:18]2[C:19]([C:24]#[N:25])=[CH:20][CH:21]=[CH:22][CH:23]=2)=[CH:16][CH:17]=1)[CH2:2][CH2:3][CH3:4]. (6) The product is: [Cl:3][C:4]1[C:9]([F:10])=[C:8]([O:11][CH3:12])[CH:7]=[CH:6][C:5]=1[CH:13]([NH:14][C:15]1[CH:24]=[C:23]([F:25])[CH:22]=[C:21]2[C:16]=1[CH:17]=[CH:18][C:19](=[O:26])[NH:20]2)[C:37]1([C:36]([F:41])([F:40])[F:35])[CH2:38][O:39]1. Given the reactants [H-].[Na+].[Cl:3][C:4]1[C:9]([F:10])=[C:8]([O:11][CH3:12])[CH:7]=[CH:6][C:5]=1[CH:13]=[N:14][C:15]1[CH:24]=[C:23]([F:25])[CH:22]=[C:21]2[C:16]=1[CH:17]=[CH:18][C:19](=[O:26])[NH:20]2.[Si](Cl)(C(C)(C)C)(C)C.[F:35][C:36]([F:41])([F:40])[CH:37]1[O:39][CH2:38]1.C([Li])CCC.[Si](N1C2C(=C(N=CC3C=CC(OC)=C(F)C=3Cl)C=C(F)C=2)C=CC1=O)(C(C)(C)C)(C)C, predict the reaction product. (7) Given the reactants [CH2:1]([O:3][CH:4]([O:20][CH2:21][CH3:22])[CH2:5][N:6]1[C:14]2[CH2:13][CH2:12][CH2:11][CH2:10][C:9]=2[CH:8]=[C:7]1[C:15]([O:17]CC)=[O:16])[CH3:2].C(O)C.O1CCCC1.[OH-].[Na+], predict the reaction product. The product is: [CH2:21]([O:20][CH:4]([O:3][CH2:1][CH3:2])[CH2:5][N:6]1[C:14]2[CH2:13][CH2:12][CH2:11][CH2:10][C:9]=2[CH:8]=[C:7]1[C:15]([OH:17])=[O:16])[CH3:22]. (8) Given the reactants [C:1]1([C:7]#[C:8][C:9]2[CH:10]=[C:11]([CH:16]=[CH:17][C:18]=2[NH:19]C(=O)C(F)(F)F)[C:12]([O:14][CH3:15])=[O:13])[CH:6]=[CH:5][CH:4]=[CH:3][CH:2]=1.FC(F)(F)S(O[C:32]1[CH2:37][CH2:36][CH2:35][CH2:34][CH:33]=1)(=O)=O.C([O-])([O-])=O.[K+].[K+], predict the reaction product. The product is: [C:32]1([C:8]2[C:9]3[C:18](=[CH:17][CH:16]=[C:11]([C:12]([O:14][CH3:15])=[O:13])[CH:10]=3)[NH:19][C:7]=2[C:1]2[CH:6]=[CH:5][CH:4]=[CH:3][CH:2]=2)[CH2:37][CH2:36][CH2:35][CH2:34][CH:33]=1. (9) The product is: [Cl:24][C:5]1[C:4]2[C:9](=[CH:10][CH:11]=[C:2]([I:1])[CH:3]=2)[N:8]=[CH:7][N:6]=1. Given the reactants [I:1][C:2]1[CH:3]=[C:4]2[C:9](=[CH:10][CH:11]=1)[N:8]=[CH:7][N:6]=[C:5]2O.CCN(C(C)C)C(C)C.O=P(Cl)(Cl)[Cl:24], predict the reaction product.